Dataset: Volume of distribution at steady state (VDss) regression data from Lombardo et al.. Task: Regression/Classification. Given a drug SMILES string, predict its absorption, distribution, metabolism, or excretion properties. Task type varies by dataset: regression for continuous measurements (e.g., permeability, clearance, half-life) or binary classification for categorical outcomes (e.g., BBB penetration, CYP inhibition). For this dataset (vdss_lombardo), we predict log10(VDss) (log10 of volume of distribution in L/kg). (1) The drug is CCCCCCC(C)(C)c1cc(O)c2c(c1)OC(C)(C)C1CC=C(CO)CC21. The log10(VDss) is 0.700. (2) The molecule is C[NH+]1CCN2c3ccccc3Cc3ccccc3C2C1. The log10(VDss) is 1.14. (3) The drug is N[C@H]1[C@H](O)[C@@H](CO)O[C@H](O[C@@H]2[C@@H](O)[C@H](O[C@H]3O[C@H](C[NH3+])CC[C@H]3[NH3+])[C@@H](N)C[C@H]2NC(=O)[C@@H](O)CC[NH3+])[C@@H]1O. The log10(VDss) is -0.680. (4) The log10(VDss) is 0.620. The drug is CC12CCC3c4ccc(O)cc4CC(CCCCCCCCCS(=O)CCCC(F)(F)C(F)(F)F)C3C1CCC2O. (5) The compound is COC(=O)C1=C(C)NC(C)=C(C(=O)OCCC[NH+]2CCC(c3ccccc3)(c3ccccc3)CC2)C1c1cccc([N+](=O)[O-])c1. The log10(VDss) is 0.920. (6) The molecule is CC(C)c1cccc(C(C)C)c1O. The log10(VDss) is 0.670. (7) The molecule is C/C=C/CC(C)C(=O)C1C(=O)NC(C(C)C)C(=O)N(C)CC(=O)N(C)C(CC(C)C)C(=O)NC(C(C)C)C(=O)N(C)C(CC(C)C)C(=O)NC(C)C(=O)NC(C)C(=O)N(C)C(CC(C)C)C(=O)N(C)C(CC(C)C)C(=O)N(C)C(C(C)C)C(=O)N1C. The log10(VDss) is 0.260.